This data is from Forward reaction prediction with 1.9M reactions from USPTO patents (1976-2016). The task is: Predict the product of the given reaction. (1) Given the reactants N[C:2]1[N:3]=[C:4]([CH3:15])[C:5]2[CH:11]=[CH:10][C:9](=[O:12])[N:8]([CH2:13][CH3:14])[C:6]=2[N:7]=1.N([O-])=[O:17].[Na+].CC(O)=O, predict the reaction product. The product is: [CH2:13]([N:8]1[C:6]2[N:7]=[C:2]([OH:17])[N:3]=[C:4]([CH3:15])[C:5]=2[CH:11]=[CH:10][C:9]1=[O:12])[CH3:14]. (2) Given the reactants [CH:1]([NH:4][CH2:5][C:6]1[N:10]([CH2:11][C:12](OCC)=[O:13])[N:9]=[C:8]([N+:17]([O-:19])=[O:18])[CH:7]=1)([CH3:3])[CH3:2], predict the reaction product. The product is: [CH:1]([N:4]1[C:12](=[O:13])[CH2:11][N:10]2[N:9]=[C:8]([N+:17]([O-:19])=[O:18])[CH:7]=[C:6]2[CH2:5]1)([CH3:3])[CH3:2]. (3) Given the reactants [OH:1][CH:2]([CH2:18][N:19]1[CH2:24][CH2:23][O:22][CH2:21][CH2:20]1)[CH2:3][N:4]1[CH2:10][CH2:9][CH2:8][C:7]2[NH:11][C:12]([CH:15]=O)=[C:13]([CH3:14])[C:6]=2[C:5]1=[O:17].[F:25][C:26]1[C:31]([F:32])=[CH:30][CH:29]=[CH:28][C:27]=1[C:33]1[C:41]([F:42])=[CH:40][CH:39]=[C:38]2[C:34]=1[CH2:35][C:36](=[O:43])[NH:37]2.N1CCCCC1, predict the reaction product. The product is: [F:25][C:26]1[C:31]([F:32])=[CH:30][CH:29]=[CH:28][C:27]=1[C:33]1[C:41]([F:42])=[CH:40][CH:39]=[C:38]2[C:34]=1/[C:35](=[CH:15]/[C:12]1[NH:11][C:7]3[CH2:8][CH2:9][CH2:10][N:4]([CH2:3][C@H:2]([OH:1])[CH2:18][N:19]4[CH2:24][CH2:23][O:22][CH2:21][CH2:20]4)[C:5](=[O:17])[C:6]=3[C:13]=1[CH3:14])/[C:36](=[O:43])[NH:37]2.[CH3:14][C:13]1[C:6]2[C:5](=[O:17])[NH:4][CH2:10][CH2:9][CH2:8][C:7]=2[NH:11][CH:12]=1. (4) Given the reactants C1(P(C2C=CC=CC=2)C2C=CC=CC=2)C=CC=CC=1.O[CH2:21][CH2:22][NH:23][C:24](=[O:30])[O:25][C:26]([CH3:29])([CH3:28])[CH3:27].[Br:31]N1C(=O)CCC1=O, predict the reaction product. The product is: [Br:31][CH2:21][CH2:22][NH:23][C:24](=[O:30])[O:25][C:26]([CH3:29])([CH3:28])[CH3:27].